Dataset: TCR-epitope binding with 47,182 pairs between 192 epitopes and 23,139 TCRs. Task: Binary Classification. Given a T-cell receptor sequence (or CDR3 region) and an epitope sequence, predict whether binding occurs between them. The epitope is FLNGSCGSV. The TCR CDR3 sequence is CASSLGQGGELFF. Result: 0 (the TCR does not bind to the epitope).